Dataset: Full USPTO retrosynthesis dataset with 1.9M reactions from patents (1976-2016). Task: Predict the reactants needed to synthesize the given product. (1) Given the product [CH3:8][Si:9]([CH3:17])([CH3:16])[C:10]#[C:11][C@H:12]([OH:15])[CH:13]=[CH2:14], predict the reactants needed to synthesize it. The reactants are: C1(C)C=CC=CC=1.[CH3:8][Si:9]([CH3:17])([CH3:16])[C:10]#[C:11][C:12](=[O:15])[CH:13]=[CH2:14].CO.Cl. (2) Given the product [ClH:7].[C:29]([NH:32][C:33]1[CH:38]=[C:37]([C:27]2[C:21]3[S:20][C:19]([C:17]([NH:16][C@@H:10]4[CH:11]5[CH2:14][CH2:15][N:8]([CH2:13][CH2:12]5)[CH2:9]4)=[O:18])=[CH:23][C:22]=3[CH:24]=[CH:25][CH:26]=2)[CH:36]=[CH:35][CH:34]=1)(=[O:31])[CH3:30], predict the reactants needed to synthesize it. The reactants are: C(=O)([O-])[O-].[Na+].[Na+].[ClH:7].[N:8]12[CH2:15][CH2:14][CH:11]([CH2:12][CH2:13]1)[C@@H:10]([NH:16][C:17]([C:19]1[S:20][C:21]3[C:27](Br)=[CH:26][CH:25]=[CH:24][C:22]=3[CH:23]=1)=[O:18])[CH2:9]2.[C:29]([NH:32][C:33]1[CH:34]=[C:35](B(O)O)[CH:36]=[CH:37][CH:38]=1)(=[O:31])[CH3:30].[OH-].[Na+]. (3) Given the product [CH3:1][S:2]([C:5]1[N:10]=[C:9]([C:11]([NH:14][CH2:15][CH:16]2[CH2:21][CH2:20][N:19]([C:22]([O:24][CH2:25][C:26]3[CH:27]=[CH:28][CH:29]=[CH:30][CH:31]=3)=[O:23])[CH2:18][CH2:17]2)=[O:13])[CH:8]=[CH:7][N:6]=1)(=[O:3])=[O:4], predict the reactants needed to synthesize it. The reactants are: [CH3:1][S:2]([C:5]1[N:10]=[C:9]([C:11]([OH:13])=O)[CH:8]=[CH:7][N:6]=1)(=[O:4])=[O:3].[NH2:14][CH2:15][CH:16]1[CH2:21][CH2:20][N:19]([C:22]([O:24][CH2:25][C:26]2[CH:31]=[CH:30][CH:29]=[CH:28][CH:27]=2)=[O:23])[CH2:18][CH2:17]1. (4) Given the product [CH3:14][Si:15]([CH3:24])([CH3:25])[C:16]#[C:17][C:18]#[C:19][CH2:20][CH2:21]/[CH:22]=[CH:9]/[C:10]([O:12][CH3:13])=[O:11].[CH3:14][Si:15]([CH3:24])([CH3:25])[C:16]#[C:17][C:18]#[C:19][CH2:20][CH2:21]/[CH:22]=[CH:9]\[C:10]([O:12][CH3:13])=[O:11], predict the reactants needed to synthesize it. The reactants are: [H-].[Na+].COP([CH2:9][C:10]([O:12][CH3:13])=[O:11])(OC)=O.[CH3:14][Si:15]([CH3:25])([CH3:24])[C:16]#[C:17][C:18]#[C:19][CH2:20][CH2:21][CH:22]=O. (5) Given the product [C:1]([O:5][C:6]([N:8]([CH3:53])[C@@H:9]([CH3:52])[C:10]([NH:12][C@@H:13]([C:48]([CH3:51])([CH3:50])[CH3:49])[C:14]([N:16]1[C@H:25]([CH2:26][N:27]([CH2:40][CH2:41][C:42]2[CH:43]=[CH:44][CH:45]=[CH:46][CH:47]=2)[C:28]([C:30]2[CH:31]=[CH:32][C:33]([C:34]([OH:36])=[O:35])=[CH:38][CH:39]=2)=[O:29])[CH2:24][C:23]2[C:18](=[CH:19][CH:20]=[CH:21][CH:22]=2)[CH2:17]1)=[O:15])=[O:11])=[O:7])([CH3:2])([CH3:4])[CH3:3], predict the reactants needed to synthesize it. The reactants are: [C:1]([O:5][C:6]([N:8]([CH3:53])[C@@H:9]([CH3:52])[C:10]([NH:12][C@@H:13]([C:48]([CH3:51])([CH3:50])[CH3:49])[C:14]([N:16]1[C@H:25]([CH2:26][N:27]([CH2:40][CH2:41][C:42]2[CH:47]=[CH:46][CH:45]=[CH:44][CH:43]=2)[C:28]([C:30]2[CH:39]=[CH:38][C:33]([C:34]([O:36]C)=[O:35])=[CH:32][CH:31]=2)=[O:29])[CH2:24][C:23]2[C:18](=[CH:19][CH:20]=[CH:21][CH:22]=2)[CH2:17]1)=[O:15])=[O:11])=[O:7])([CH3:4])([CH3:3])[CH3:2].[OH-].[Na+].Cl. (6) Given the product [CH:22]1[C:21]2[CH2:20][C:32]3[C:27](=[CH:28][CH:29]=[CH:30][CH:31]=3)[C:26]=2[CH:25]=[CH:24][CH:23]=1, predict the reactants needed to synthesize it. The reactants are: C([SiH2]C1C=CC=CC=1)CCC.C([C:20]1(CCCCCCCC)[C:32]2[CH:31]=[CH:30][CH:29]=[CH:28][C:27]=2[C:26]2[C:21]1=[CH:22][CH:23]=[CH:24][CH:25]=2)CCCCCCC.[B].BrC1C=CC2C3C(=CC(Br)=CC=3)C(CCCCCCCC)(CCCCCCCC)C=2C=1.C(=O)([O-])[O-].[K+].[K+]. (7) Given the product [S:34]1[C:35]2[C:27]([C:7]3[CH2:8][CH2:9][C@:5]([C:18]4[CH:23]=[CH:22][CH:21]=[C:20]([F:24])[C:19]=4[CH3:25])([C:3]([O:2][CH3:1])=[O:4])[CH:6]=3)=[CH:28][CH:29]=[CH:30][C:31]=2[CH:32]=[N:33]1, predict the reactants needed to synthesize it. The reactants are: [CH3:1][O:2][C:3]([C:5]1([C:18]2[CH:23]=[CH:22][CH:21]=[C:20]([F:24])[C:19]=2[CH3:25])[CH2:9][CH2:8][C:7](OS(C(F)(F)F)(=O)=O)=[CH:6]1)=[O:4].Br[C:27]1[C:35]2[S:34][N:33]=[CH:32][C:31]=2[CH:30]=[CH:29][CH:28]=1. (8) Given the product [Cl:20][C:4]1[CH:3]=[C:2]([B:21]2[O:25][C:24]([CH3:27])([CH3:26])[C:23]([CH3:29])([CH3:28])[O:22]2)[CH:7]=[CH:6][C:5]=1[C@H:8]([NH:13][S@@:14]([C:16]([CH3:19])([CH3:18])[CH3:17])=[O:15])[C:9]([F:12])([F:11])[F:10], predict the reactants needed to synthesize it. The reactants are: Br[C:2]1[CH:7]=[CH:6][C:5]([C@H:8]([NH:13][S@@:14]([C:16]([CH3:19])([CH3:18])[CH3:17])=[O:15])[C:9]([F:12])([F:11])[F:10])=[C:4]([Cl:20])[CH:3]=1.[B:21]1([B:21]2[O:25][C:24]([CH3:27])([CH3:26])[C:23]([CH3:29])([CH3:28])[O:22]2)[O:25][C:24]([CH3:27])([CH3:26])[C:23]([CH3:29])([CH3:28])[O:22]1.C([O-])(=O)C.[K+].